This data is from Full USPTO retrosynthesis dataset with 1.9M reactions from patents (1976-2016). The task is: Predict the reactants needed to synthesize the given product. (1) Given the product [CH3:1][C@@:2]1([C:14]([O:16][CH3:17])=[O:15])[CH2:6][CH2:5][C:4](=[O:20])[N:3]1[C:7]([O:9][C:10]([CH3:11])([CH3:12])[CH3:13])=[O:8], predict the reactants needed to synthesize it. The reactants are: [CH3:1][C@@:2]1([C:14]([O:16][CH3:17])=[O:15])[CH2:6][CH2:5][CH2:4][N:3]1[C:7]([O:9][C:10]([CH3:13])([CH3:12])[CH3:11])=[O:8].C(OCC)(=[O:20])C. (2) Given the product [CH3:34][C:23]1[CH:22]=[C:21]([O:20][C:18]2[CH:17]=[CH:16][N:15]=[C:14]([NH:1][C:2]3[CH:3]=[CH:4][C:5]([N:8]([CH3:12])[C:9](=[O:11])[CH3:10])=[CH:6][CH:7]=3)[CH:19]=2)[C:26]([C:27]2[CH:32]=[CH:31][CH:30]=[CH:29][N:28]=2)=[N:25][C:24]=1[CH3:33], predict the reactants needed to synthesize it. The reactants are: [NH2:1][C:2]1[CH:7]=[CH:6][C:5]([N:8]([CH3:12])[C:9](=[O:11])[CH3:10])=[CH:4][CH:3]=1.Cl[C:14]1[CH:19]=[C:18]([O:20][C:21]2[CH:22]=[C:23]([CH3:34])[C:24]([CH3:33])=[N:25][C:26]=2[C:27]2[CH:32]=[CH:31][CH:30]=[CH:29][N:28]=2)[CH:17]=[CH:16][N:15]=1. (3) Given the product [CH2:27]([O:26][C:23]1[CH:24]=[CH:25][C:20]([C:18]2[CH:17]=[C:6]([C:12]([O:14][CH2:15][CH3:16])=[O:13])[C:7](=[O:8])[NH:3][N:4]=2)=[CH:21][CH:22]=1)[C:28]1[CH:33]=[CH:32][CH:31]=[CH:30][CH:29]=1, predict the reactants needed to synthesize it. The reactants are: Cl.Cl.[NH2:3][NH2:4].O[C:6]([CH2:17][C:18]([C:20]1[CH:25]=[CH:24][C:23]([O:26][CH2:27][C:28]2[CH:33]=[CH:32][CH:31]=[CH:30][CH:29]=2)=[CH:22][CH:21]=1)=O)([C:12]([O:14][CH2:15][CH3:16])=[O:13])[C:7](OCC)=[O:8]. (4) Given the product [F:1][C:2]1[CH:3]=[C:4]2[C:8](=[CH:9][CH:10]=1)[N:7]([CH2:11][C:12]([O:14][CH3:15])=[O:13])[C:6]([CH3:16])=[C:5]2[CH2:25][C:22]1[CH:23]=[N:24][C:19]([O:18][CH3:17])=[CH:20][CH:21]=1, predict the reactants needed to synthesize it. The reactants are: [F:1][C:2]1[CH:3]=[C:4]2[C:8](=[CH:9][CH:10]=1)[N:7]([CH2:11][C:12]([O:14][CH3:15])=[O:13])[C:6]([CH3:16])=[CH:5]2.[CH3:17][O:18][C:19]1[N:24]=[CH:23][C:22]([CH:25]=O)=[CH:21][CH:20]=1.C([SiH](CC)CC)C.FC(F)(F)C(O)=O. (5) Given the product [CH:9]1([C:4]2[C:5]([NH2:8])=[N:6][CH:7]=[C:2]([B:15]3[O:16][C:17]([CH3:19])([CH3:18])[C:13]([CH3:29])([CH3:12])[O:14]3)[CH:3]=2)[CH2:11][CH2:10]1, predict the reactants needed to synthesize it. The reactants are: Br[C:2]1[CH:3]=[C:4]([CH:9]2[CH2:11][CH2:10]2)[C:5]([NH2:8])=[N:6][CH:7]=1.[CH3:12][C:13]1([CH3:29])[C:17]([CH3:19])([CH3:18])[O:16][B:15]([B:15]2[O:16][C:17]([CH3:19])([CH3:18])[C:13]([CH3:29])([CH3:12])[O:14]2)[O:14]1.C([O-])(=O)C.[K+]. (6) Given the product [C:15]1([O:21][C:22]([N:24]2[CH:25]([CH3:31])[CH:26]=[C:27]([O:30][S:33]([C:36]([F:39])([F:38])[F:37])(=[O:35])=[O:34])[CH2:28][CH2:29]2)=[O:23])[CH:16]=[CH:17][CH:18]=[CH:19][CH:20]=1, predict the reactants needed to synthesize it. The reactants are: CCC(C)[BH-](C(C)CC)C(C)CC.[Li+].[C:15]1([O:21][C:22]([N:24]2[CH:29]=[CH:28][C:27](=[O:30])[CH2:26][CH:25]2[CH3:31])=[O:23])[CH:20]=[CH:19][CH:18]=[CH:17][CH:16]=1.N(C1C=CC=CC=1)([S:33]([C:36]([F:39])([F:38])[F:37])(=[O:35])=[O:34])[S:33]([C:36]([F:39])([F:38])[F:37])(=[O:35])=[O:34]. (7) Given the product [CH2:1]([O:3][C:4]1[CH:25]=[CH:24][CH:23]=[CH:22][C:5]=1[O:6][C@@H:7]1[CH2:12][CH2:11][CH2:10][N:9]([C:13]2[N:18]=[CH:17][C:16]([C:19]([NH:60][CH2:61][C:62]3[CH:63]=[C:64]([CH:69]=[C:70]([O:72][CH3:73])[CH:71]=3)[C:65]([O:67][CH3:68])=[O:66])=[O:20])=[CH:15][N:14]=2)[CH2:8]1)[CH3:2], predict the reactants needed to synthesize it. The reactants are: [CH2:1]([O:3][C:4]1[CH:25]=[CH:24][CH:23]=[CH:22][C:5]=1[O:6][C@@H:7]1[CH2:12][CH2:11][CH2:10][N:9]([C:13]2[N:18]=[CH:17][C:16]([C:19](O)=[O:20])=[CH:15][N:14]=2)[CH2:8]1)[CH3:2].CN(C(ON1N=NC2C=CC=NC1=2)=[N+](C)C)C.F[P-](F)(F)(F)(F)F.C(N(CC)C(C)C)(C)C.Cl.[NH2:60][CH2:61][C:62]1[CH:63]=[C:64]([CH:69]=[C:70]([O:72][CH3:73])[CH:71]=1)[C:65]([O:67][CH3:68])=[O:66]. (8) Given the product [CH3:1][N:2]1[CH2:7][CH2:6][N:5]([C:8]2[CH:9]=[CH:10][C:11]3[N:15]=[C:14]([C:16]4[C:24]5[C:19](=[CH:20][CH:21]=[CH:22][C:23]=5[NH:25][C:27](=[O:34])[C:28]5[CH:33]=[CH:32][CH:31]=[CH:30][CH:29]=5)[NH:18][N:17]=4)[NH:13][C:12]=3[CH:26]=2)[CH2:4][CH2:3]1, predict the reactants needed to synthesize it. The reactants are: [CH3:1][N:2]1[CH2:7][CH2:6][N:5]([C:8]2[CH:9]=[CH:10][C:11]3[N:15]=[C:14]([C:16]4[C:24]5[C:19](=[CH:20][CH:21]=[CH:22][C:23]=5[NH2:25])[NH:18][N:17]=4)[NH:13][C:12]=3[CH:26]=2)[CH2:4][CH2:3]1.[C:27](Cl)(=[O:34])[C:28]1[CH:33]=[CH:32][CH:31]=[CH:30][CH:29]=1.C(N(C(C)C)CC)(C)C. (9) Given the product [Br:1][C:2]1[C:10]2[C:5](=[CH:6][N:7]=[CH:8][CH:9]=2)[S:4][C:3]=1[C:11]([NH2:15])=[O:13], predict the reactants needed to synthesize it. The reactants are: [Br:1][C:2]1[C:10]2[C:5](=[CH:6][N:7]=[CH:8][CH:9]=2)[S:4][C:3]=1[C:11]([OH:13])=O.C[N:15](C=O)C.C(Cl)(=O)C(Cl)=O.[OH-].[NH4+]. (10) The reactants are: [NH2:1][C:2]1[NH:7][C:6](=[O:8])[C:5]([CH2:9][C:10]2[CH:15]=[CH:14][C:13]([Cl:16])=[C:12]([Cl:17])[CH:11]=2)=[C:4]([C:18]([F:21])([F:20])[F:19])[N:3]=1.[H-].[Na+].Br[CH2:25][CH2:26][N:27]=[C:28]=[O:29].O. Given the product [Cl:17][C:12]1[CH:11]=[C:10]([CH:15]=[CH:14][C:13]=1[Cl:16])[CH2:9][C:5]1[C:6](=[O:8])[NH:7][C:2]([N:1]2[CH2:25][CH2:26][NH:27][C:28]2=[O:29])=[N:3][C:4]=1[C:18]([F:21])([F:20])[F:19], predict the reactants needed to synthesize it.